Regression/Classification. Given a drug SMILES string, predict its absorption, distribution, metabolism, or excretion properties. Task type varies by dataset: regression for continuous measurements (e.g., permeability, clearance, half-life) or binary classification for categorical outcomes (e.g., BBB penetration, CYP inhibition). For this dataset (clearance_microsome_az), we predict log10(clearance) (log10 of the in vitro intrinsic clearance, CLint, in uL/min per mg of human liver microsomal protein, equivalently mL/min/g; values are censored to the assay range of 3 to 150, which is 0.477 to 2.18 on this log10 scale). From a dataset of Microsomal clearance measurements from AstraZeneca. (1) The molecule is Cc1c(Cl)ccc(OC2CCN(C3CCN(C(=O)NS(=O)(=O)c4ccc(N(C)C)cc4)CC3)CC2)c1Cl. The log10(clearance) is 0.950. (2) The molecule is COc1nc(Cl)c(Cl)nc1NS(=O)(=O)c1ccc(Cl)s1. The log10(clearance) is 1.00. (3) The drug is COc1ccc(COc2nc(Br)cnc2NS(=O)(=O)c2ccc(C)cc2)cc1OCCN(C)C. The log10(clearance) is 0.850. (4) The drug is CCc1[nH]c2nc(Sc3cnc4ccc[n+]([O-])c4c3)nc(N3C[C@H]4[C@H](N)[C@H]4C3)c2c1Cl. The log10(clearance) is 1.53. (5) The compound is Cc1ccc(S(=O)(=O)Nc2c(C(=O)NC3CCCCC3)c(C)nn2-c2ccccc2)cc1. The log10(clearance) is 1.58. (6) The compound is CCS(=O)(=O)c1ccc(-c2cc(C(F)(F)F)ccc2OCC(=O)O)c(C)c1. The log10(clearance) is 0.480.